This data is from Reaction yield outcomes from USPTO patents with 853,638 reactions. The task is: Predict the reaction yield, written as a fraction of the theoretical maximum amount of product (1.0 means a 100% yield; for example, 0.34 means a 34% yield). (1) The reactants are [C:1]([C:5]1[CH:9]=[C:8]([NH2:10])[O:7][N:6]=1)([CH3:4])([CH3:3])[CH3:2].N1C=CC=CC=1.Cl[C:18]([O:20][C:21]1[CH:26]=[CH:25][C:24]([N+:27]([O-:29])=[O:28])=[CH:23][CH:22]=1)=[O:19]. The catalyst is ClCCl. The product is [N+:27]([C:24]1[CH:23]=[CH:22][C:21]([O:20][C:18](=[O:19])[NH:10][C:8]2[O:7][N:6]=[C:5]([C:1]([CH3:4])([CH3:3])[CH3:2])[CH:9]=2)=[CH:26][CH:25]=1)([O-:29])=[O:28]. The yield is 0.410. (2) The reactants are C(OC(=O)N[C@@H]1[C@H](N[C:15]2[N:16]=[CH:17][C:18]3[S:23][CH:22]=[C:21]([C:24](=[O:36])[NH:25][C:26]4[CH:35]=[CH:34][C:33]5[C:28](=[CH:29][CH:30]=[CH:31][CH:32]=5)[CH:27]=4)[C:19]=3[N:20]=2)CCOC1)(C)(C)C. The catalyst is C(O)(C(F)(F)F)=O.ClCCl. The product is [CH:27]1[C:28]2[C:33](=[CH:32][CH:31]=[CH:30][CH:29]=2)[CH:34]=[CH:35][C:26]=1[NH:25][C:24]([C:21]1[C:19]2[N:20]=[CH:15][N:16]=[CH:17][C:18]=2[S:23][CH:22]=1)=[O:36]. The yield is 0.531.